This data is from Full USPTO retrosynthesis dataset with 1.9M reactions from patents (1976-2016). The task is: Predict the reactants needed to synthesize the given product. (1) Given the product [N:13]1[N:12]2[C:11]([N:10]=[C:4]3[C:3](=[C:1]2[NH2:2])[CH2:8][CH2:7][CH2:6][CH2:5]3)=[N:15][CH:14]=1, predict the reactants needed to synthesize it. The reactants are: [C:1]([CH:3]1[CH2:8][CH2:7][CH2:6][CH2:5][C:4]1=O)#[N:2].[NH2:10][C:11]1[N:15]=[CH:14][NH:13][N:12]=1. (2) Given the product [C:1]([C:3]1[C:8]([C:9]([O:11][CH3:12])=[O:10])=[C:7]([O:13][C@@H:14]2[CH2:19][CH2:18][C@@H:17]([CH3:20])[N:16]([C:27](=[O:28])[C:26]3[CH:30]=[CH:31][CH:32]=[CH:33][C:25]=3[CH:21]3[CH2:24][CH2:23][CH2:22]3)[CH2:15]2)[N:6]=[CH:5][CH:4]=1)#[N:2], predict the reactants needed to synthesize it. The reactants are: [C:1]([C:3]1[C:8]([C:9]([O:11][CH3:12])=[O:10])=[C:7]([O:13][C@@H:14]2[CH2:19][CH2:18][C@@H:17]([CH3:20])[NH:16][CH2:15]2)[N:6]=[CH:5][CH:4]=1)#[N:2].[CH:21]1([C:25]2[CH:33]=[CH:32][CH:31]=[CH:30][C:26]=2[C:27]([O-])=[O:28])[CH2:24][CH2:23][CH2:22]1.[K+].ON1C2N=CC=CC=2N=N1.C(Cl)CCl.